From a dataset of Forward reaction prediction with 1.9M reactions from USPTO patents (1976-2016). Predict the product of the given reaction. (1) Given the reactants [CH3:1][O:2][CH:3]([O:19][CH3:20])[C@:4]1([CH3:18])[C@H:9]2[O:10][C@H:8]2[C:7]2[CH:11]=[C:12]([N+:15]([O-:17])=[O:16])[CH:13]=[CH:14][C:6]=2[O:5]1.[F:21][C:22]([F:37])([F:36])[C:23]1[CH:28]=[CH:27][C:26]([NH:29][CH2:30][C:31]2[NH:32][CH:33]=[CH:34][N:35]=2)=[CH:25][CH:24]=1, predict the reaction product. The product is: [CH3:1][O:2][CH:3]([O:19][CH3:20])[C@:4]1([CH3:18])[C@@H:9]([OH:10])[C@H:8]([N:29]([C:26]2[CH:25]=[CH:24][C:23]([C:22]([F:37])([F:36])[F:21])=[CH:28][CH:27]=2)[CH2:30][C:31]2[NH:35][CH:34]=[CH:33][N:32]=2)[C:7]2[CH:11]=[C:12]([N+:15]([O-:17])=[O:16])[CH:13]=[CH:14][C:6]=2[O:5]1. (2) Given the reactants [C:1]([O:5][C:6]([N:8]1[CH2:13][CH2:12][N:11]([C:14]2[CH:19]=[CH:18][C:17]([NH2:20])=[C:16]([CH2:21][NH:22]C(=O)C)[CH:15]=2)[CH2:10][CH2:9]1)=[O:7])([CH3:4])([CH3:3])[CH3:2].[OH-].[K+].O, predict the reaction product. The product is: [NH2:20][C:17]1[CH:18]=[CH:19][C:14]([N:11]2[CH2:12][CH2:13][N:8]([C:6]([O:5][C:1]([CH3:2])([CH3:4])[CH3:3])=[O:7])[CH2:9][CH2:10]2)=[CH:15][C:16]=1[CH2:21][NH2:22]. (3) Given the reactants Cl[C:2]1[N:7]=[CH:6][C:5]([Br:8])=[CH:4][N:3]=1.[CH2:9]([O:16][C:17]1[CH:18]=[C:19]([CH:21]=[CH:22][CH:23]=1)[NH2:20])[C:10]1[CH:15]=[CH:14][CH:13]=[CH:12][CH:11]=1, predict the reaction product. The product is: [CH2:9]([O:16][C:17]1[CH:18]=[C:19]([NH:20][C:2]2[N:7]=[CH:6][C:5]([Br:8])=[CH:4][N:3]=2)[CH:21]=[CH:22][CH:23]=1)[C:10]1[CH:11]=[CH:12][CH:13]=[CH:14][CH:15]=1. (4) The product is: [C:31]1([C@H:29]([NH:28][CH:24]2[CH2:25][CH2:26][CH2:27][CH:22]([C:19]3[CH:20]=[CH:21][C:16]([C:48]4([OH:50])[CH2:49][O:46][CH2:47]4)=[CH:17][CH:18]=3)[CH2:23]2)[CH3:30])[C:40]2[C:35](=[CH:36][CH:37]=[CH:38][CH:39]=2)[CH:34]=[CH:33][CH:32]=1. Given the reactants IC1C=CC(C2CCCC(=O)C2)=CC=1.I[C:16]1[CH:21]=[CH:20][C:19]([CH:22]2[CH2:27][CH2:26][CH2:25][CH:24]([NH:28][CH:29]([C:31]3[C:40]4[C:35](=[CH:36][CH:37]=[CH:38][CH:39]=4)[CH:34]=[CH:33][CH:32]=3)[CH3:30])[CH2:23]2)=[CH:18][CH:17]=1.C([Mg]Cl)(C)C.[O:46]1[CH2:49][C:48](=[O:50])[CH2:47]1, predict the reaction product. (5) Given the reactants C([Si](C)(C)[O:6][CH2:7][CH2:8][N:9]1[CH:13]=[CH:12][C:11]([N+:14]([O-:16])=[O:15])=[N:10]1)(C)(C)C.Cl, predict the reaction product. The product is: [N+:14]([C:11]1[CH:12]=[CH:13][N:9]([CH2:8][CH2:7][OH:6])[N:10]=1)([O-:16])=[O:15]. (6) Given the reactants [Cl:1][C:2]1[CH:7]=[CH:6][C:5]([CH2:8][OH:9])=[CH:4][C:3]=1[OH:10].Br[CH2:12][C:13]1[CH:18]=[CH:17][C:16]([F:19])=[CH:15][CH:14]=1, predict the reaction product. The product is: [Cl:1][C:2]1[CH:7]=[CH:6][C:5]([CH2:8][OH:9])=[CH:4][C:3]=1[O:10][CH2:12][C:13]1[CH:18]=[CH:17][C:16]([F:19])=[CH:15][CH:14]=1. (7) Given the reactants [CH3:1][C:2]1[CH:3]=[N:4][N:5]2[CH:10]=[C:9]([C:11]3[CH:16]=[CH:15][C:14]([N:17]4[CH2:22][CH2:21][N:20](C(OC(C)(C)C)=O)[CH2:19][CH2:18]4)=[CH:13][CH:12]=3)[N:8]=[C:7]([O:30][C@@H:31]([C@@H:33]3[CH2:37][C:36](=[O:38])[NH:35][CH2:34]3)[CH3:32])[C:6]=12.[C:39]([OH:45])([C:41]([F:44])([F:43])[F:42])=[O:40], predict the reaction product. The product is: [CH3:1][C:2]1[CH:3]=[N:4][N:5]2[CH:10]=[C:9]([C:11]3[CH:16]=[CH:15][C:14]([N:17]4[CH2:18][CH2:19][NH:20][CH2:21][CH2:22]4)=[CH:13][CH:12]=3)[N:8]=[C:7]([O:30][C@@H:31]([C@H:33]3[CH2:34][NH:35][C:36](=[O:38])[CH2:37]3)[CH3:32])[C:6]=12.[F:42][C:41]([F:44])([F:43])[C:39]([OH:45])=[O:40].